Dataset: Forward reaction prediction with 1.9M reactions from USPTO patents (1976-2016). Task: Predict the product of the given reaction. (1) Given the reactants C(N(CC)CC)C.C(O)=O.[C:11]([C:13]1[CH:44]=[CH:43][C:16]([CH2:17][C:18]([CH2:31][CH2:32][C:33]2[CH:38]=[CH:37][C:36]([C:39]([O:41][CH3:42])=[O:40])=[CH:35][CH:34]=2)(C(OCC=C)=O)[C:19]([O:21]CC=C)=[O:20])=[CH:15][CH:14]=1)#[N:12].C1(P(C2C=CC=CC=2)C2C=CC=CC=2)C=CC=CC=1, predict the reaction product. The product is: [C:19]([CH:18]([CH2:17][C:16]1[CH:15]=[CH:14][C:13]([C:11]#[N:12])=[CH:44][CH:43]=1)[CH2:31][CH2:32][C:33]1[CH:38]=[CH:37][C:36]([C:39]([O:41][CH3:42])=[O:40])=[CH:35][CH:34]=1)([OH:21])=[O:20]. (2) Given the reactants Cl[CH2:2][C:3]1[CH:8]=[CH:7][C:6]([CH:9]2[CH2:14][CH2:13][N:12]([C:15]([O:17][CH2:18][C:19]3[CH:24]=[CH:23][CH:22]=[CH:21][CH:20]=3)=[O:16])[CH2:11][CH:10]2[O:25][CH2:26][C:27]2[CH:28]=[CH:29][C:30]3[O:35][CH2:34][CH2:33][N:32]([CH2:36][CH2:37][CH2:38][O:39][CH3:40])[C:31]=3[CH:41]=2)=[CH:5][CH:4]=1.[NH:42]1[CH:46]=[C:45]([C:47]2[CH:48]=[C:49]([OH:53])[CH:50]=[CH:51][CH:52]=2)[N:44]=[CH:43]1, predict the reaction product. The product is: [NH:42]1[CH:46]=[C:45]([C:47]2[CH:48]=[C:49]([CH:50]=[CH:51][CH:52]=2)[O:53][CH2:2][C:3]2[CH:8]=[CH:7][C:6]([CH:9]3[CH2:14][CH2:13][N:12]([C:15]([O:17][CH2:18][C:19]4[CH:24]=[CH:23][CH:22]=[CH:21][CH:20]=4)=[O:16])[CH2:11][CH:10]3[O:25][CH2:26][C:27]3[CH:28]=[CH:29][C:30]4[O:35][CH2:34][CH2:33][N:32]([CH2:36][CH2:37][CH2:38][O:39][CH3:40])[C:31]=4[CH:41]=3)=[CH:5][CH:4]=2)[N:44]=[CH:43]1. (3) The product is: [F:1][C:2]1[CH:3]=[CH:4][C:5]([CH:8]=[CH:9][C:10]2[CH:11]=[CH:12][C:13]([NH2:16])=[CH:14][CH:15]=2)=[CH:6][CH:7]=1. Given the reactants [F:1][C:2]1[CH:7]=[CH:6][C:5]([CH:8]=[CH:9][C:10]2[CH:15]=[CH:14][C:13]([N+:16]([O-])=O)=[CH:12][CH:11]=2)=[CH:4][CH:3]=1.Cl.[Sn].[OH-].[Na+], predict the reaction product. (4) Given the reactants [CH2:1]([N:8]1[C:16]2[C:11](=[CH:12][CH:13]=[CH:14][CH:15]=2)[C:10](OS(C2C=CC(C)=CC=2)(=O)=O)=[N:9]1)[C:2]1[CH:7]=[CH:6][CH:5]=[CH:4][CH:3]=1.[CH2:28]([C:33]1[CH:38]=[CH:37][CH:36]=[CH:35][CH:34]=1)[CH2:29][CH2:30][C:31]#[CH:32], predict the reaction product. The product is: [CH2:1]([N:8]1[C:16]2[C:11](=[CH:12][CH:13]=[CH:14][CH:15]=2)[C:10]([C:32]#[C:31][CH2:30][CH2:29][CH2:28][C:33]2[CH:38]=[CH:37][CH:36]=[CH:35][CH:34]=2)=[N:9]1)[C:2]1[CH:3]=[CH:4][CH:5]=[CH:6][CH:7]=1. (5) Given the reactants Cl.[F:2][C:3]1[S:7][C:6]([NH2:8])=[N:5][CH:4]=1.N1C=CN=C1.[S:14](Cl)(Cl)(=[O:16])=[O:15].Cl.[Br:20][C:21]1[CH:30]=[CH:29][CH:28]=[C:27]2[C:22]=1[CH2:23][CH2:24][NH:25][CH2:26]2.CCN(C(C)C)C(C)C.C(O)(=O)CC(CC(O)=O)(C(O)=O)O, predict the reaction product. The product is: [Br:20][C:21]1[CH:30]=[CH:29][CH:28]=[C:27]2[C:22]=1[CH2:23][CH2:24][N:25]([S:14]([NH:8][C:6]1[S:7][C:3]([F:2])=[CH:4][N:5]=1)(=[O:16])=[O:15])[CH2:26]2. (6) Given the reactants [CH3:1][O:2][C:3]1[CH:4]=[C:5]([NH:15][C:16]([NH2:18])=[S:17])[CH:6]=[CH:7][C:8]=1[N:9]1[CH:13]=[C:12]([CH3:14])[N:11]=[CH:10]1.Br[CH:20]1[C:25](=O)[CH:24]([C:27]2[CH:32]=[CH:31][CH:30]=[CH:29][C:28]=2[Cl:33])[CH2:23][CH2:22][CH2:21]1, predict the reaction product. The product is: [Cl:33][C:28]1[CH:29]=[CH:30][CH:31]=[CH:32][C:27]=1[CH:24]1[C:23]2[N:18]=[C:16]([NH:15][C:5]3[CH:6]=[CH:7][C:8]([N:9]4[CH:13]=[C:12]([CH3:14])[N:11]=[CH:10]4)=[C:3]([O:2][CH3:1])[CH:4]=3)[S:17][C:22]=2[CH2:21][CH2:20][CH2:25]1. (7) Given the reactants FC(F)(F)S([O:6][C:7]1C=CC=C(C2N=C(C)C3C(C=2)=CC(OC)=C(OC)C=3)[CH:8]=1)(=O)=O.[C:30]([C:34]1[CH:39]=C[C:37](B(O)O)=[CH:36][CH:35]=1)(C)(C)[CH3:31].C([O-])([O-])=[O:44].[K+].[K+], predict the reaction product. The product is: [CH3:8][CH2:7][O:6][C:34]([CH3:39])=[O:44].[CH3:31][CH2:30][CH2:34][CH2:35][CH2:36][CH3:37]. (8) Given the reactants BrC1C=CC2OC3C(=O)NC(C4CCNCC4)=NC=3C=2C=1.BrC1C=CC2OC3C(=O)NC(C4CCN(C(OC(C)(C)C)=O)CC4)=NC=3C=2C=1.[Cl:50][C:51]1[CH:52]=[CH:53][C:54]2[O:63][C:62]3[C:61](=[O:64])[NH:60][C:59]([C@H:65]4[CH2:69][C:68]([F:71])([F:70])[CH2:67][N:66]4C(OC(C)(C)C)=O)=[N:58][C:57]=3[C:55]=2[CH:56]=1, predict the reaction product. The product is: [Cl:50][C:51]1[CH:52]=[CH:53][C:54]2[O:63][C:62]3[C:61](=[O:64])[NH:60][C:59]([C@@H:65]4[CH2:69][C:68]([F:71])([F:70])[CH2:67][NH:66]4)=[N:58][C:57]=3[C:55]=2[CH:56]=1. (9) Given the reactants [F:1][C:2]1[C:7]([NH:8][CH2:9][C:10]2[CH:15]=[CH:14][CH:13]=[C:12]([C:16]3[CH:21]=[CH:20][CH:19]=[C:18]([F:22])[CH:17]=3)[CH:11]=2)=[C:6]([F:23])[CH:5]=[CH:4][C:3]=1[OH:24].C([O-])([O-])=O.[Cs+].[Cs+].Br[CH2:32][C:33]([O:35][CH2:36][CH3:37])=[O:34], predict the reaction product. The product is: [F:1][C:2]1[C:7]([NH:8][CH2:9][C:10]2[CH:15]=[CH:14][CH:13]=[C:12]([C:16]3[CH:21]=[CH:20][CH:19]=[C:18]([F:22])[CH:17]=3)[CH:11]=2)=[C:6]([F:23])[CH:5]=[CH:4][C:3]=1[O:24][CH2:32][C:33]([O:35][CH2:36][CH3:37])=[O:34]. (10) Given the reactants Br[C:2]1[O:6][C:5]([C:7]([O:9][CH2:10][CH3:11])=[O:8])=[C:4]([C:12]2[CH:17]=[CH:16][CH:15]=[CH:14][CH:13]=2)[CH:3]=1.[C:18]1(B(O)O)[CH:23]=[CH:22][CH:21]=[CH:20][CH:19]=1, predict the reaction product. The product is: [C:12]1([C:4]2[CH:3]=[C:2]([C:18]3[CH:23]=[CH:22][CH:21]=[CH:20][CH:19]=3)[O:6][C:5]=2[C:7]([O:9][CH2:10][CH3:11])=[O:8])[CH:17]=[CH:16][CH:15]=[CH:14][CH:13]=1.